This data is from Full USPTO retrosynthesis dataset with 1.9M reactions from patents (1976-2016). The task is: Predict the reactants needed to synthesize the given product. (1) Given the product [Si:35]([O:42][C@H:43]([C:57]1[CH:66]=[CH:65][C:64]([OH:67])=[C:63]2[C:58]=1[CH:59]=[CH:60][C:61](=[O:68])[NH:62]2)[CH2:44][NH:45][CH:46]1[CH2:47][CH2:48][N:49]([CH2:52][CH2:53][C:54]([NH:18][CH2:19][CH2:20][C:21]2[CH:30]=[CH:29][CH:28]=[CH:27][CH:22]=2)=[O:55])[CH2:50][CH2:51]1)([C:38]([CH3:41])([CH3:40])[CH3:39])([CH3:36])[CH3:37], predict the reactants needed to synthesize it. The reactants are: C(NC(=O)CCN1CCC([NH:18][CH2:19][C@H:20](O)[C:21]2[CH:30]=[CH:29][C:28](O)=[C:27]3[C:22]=2C=CC(=O)N3)CC1)C1C=CC=CC=1.[Si:35]([O:42][C@H:43]([C:57]1[CH:66]=[CH:65][C:64]([OH:67])=[C:63]2[C:58]=1[CH:59]=[CH:60][C:61](=[O:68])[NH:62]2)[CH2:44][NH:45][CH:46]1[CH2:51][CH2:50][N:49]([CH2:52][CH2:53][C:54](O)=[O:55])[CH2:48][CH2:47]1)([C:38]([CH3:41])([CH3:40])[CH3:39])([CH3:37])[CH3:36].C1(CCN)C=CC=CC=1.CN(C(ON1N=NC2C=CC=NC1=2)=[N+](C)C)C.F[P-](F)(F)(F)(F)F. (2) Given the product [O:36]([C:34]1[CH:33]=[CH:32][C:24]([C:25]([O:27][C:28]([CH3:31])([CH3:29])[CH3:30])=[O:26])=[C:23]([NH:22][C:19]([C:16]2[CH:17]=[N:18][C:13]([N:7]3[CH2:8][CH2:9][CH2:10][CH2:11][CH2:12]3)=[CH:14][CH:15]=2)=[O:21])[CH:35]=1)[C:37]1[CH:38]=[CH:39][CH:40]=[CH:41][CH:42]=1, predict the reactants needed to synthesize it. The reactants are: C(Cl)(=O)C(Cl)=O.[N:7]1([C:13]2[N:18]=[CH:17][C:16]([C:19]([OH:21])=O)=[CH:15][CH:14]=2)[CH2:12][CH2:11][CH2:10][CH2:9][CH2:8]1.[NH2:22][C:23]1[CH:35]=[C:34]([O:36][C:37]2[CH:42]=[CH:41][CH:40]=[CH:39][CH:38]=2)[CH:33]=[CH:32][C:24]=1[C:25]([O:27][C:28]([CH3:31])([CH3:30])[CH3:29])=[O:26].C(=O)([O-])O.[Na+].